This data is from Forward reaction prediction with 1.9M reactions from USPTO patents (1976-2016). The task is: Predict the product of the given reaction. (1) The product is: [CH:1]([O-:3])=[O:2].[NH4+:7].[CH:22]1([O:21][C:8]2[N:7]=[CH:6][N:11]=[C:10]([C:12]([O:14][CH:15]3[CH2:20][CH2:19][CH2:18][CH2:17][CH2:16]3)=[O:13])[CH:9]=2)[CH2:23][CH2:24][CH2:25][CH2:26][CH2:27]1. Given the reactants [CH:1]([O-:3])=[O:2].[NH4+].Cl[C:6]1[N:11]=[C:10]([C:12]([O:14][CH:15]2[CH2:20][CH2:19][CH2:18][CH2:17][CH2:16]2)=[O:13])[CH:9]=[C:8]([O:21][CH:22]2[CH2:27][CH2:26][CH2:25][CH2:24][CH2:23]2)[N:7]=1, predict the reaction product. (2) Given the reactants Br[C:2]1[CH:7]=[CH:6][C:5]([C:8]2[N:9]([C:24]3[CH:29]=[CH:28][C:27]([Cl:30])=[CH:26][CH:25]=3)[C:10](=[O:23])[C:11]3[CH:16]=[N:15][N:14]([C:17]4[CH:22]=[CH:21][CH:20]=[CH:19][CH:18]=4)[C:12]=3[N:13]=2)=[CH:4][CH:3]=1.C([Sn](CCCC)(CCCC)[C:36]([O:38]CC)=[CH2:37])CCC, predict the reaction product. The product is: [C:36]([C:2]1[CH:7]=[CH:6][C:5]([C:8]2[N:9]([C:24]3[CH:25]=[CH:26][C:27]([Cl:30])=[CH:28][CH:29]=3)[C:10](=[O:23])[C:11]3[CH:16]=[N:15][N:14]([C:17]4[CH:22]=[CH:21][CH:20]=[CH:19][CH:18]=4)[C:12]=3[N:13]=2)=[CH:4][CH:3]=1)(=[O:38])[CH3:37]. (3) The product is: [Br:1][C:2]1[N:6]([S:41]([C:37]2[CH:36]=[N:35][CH:40]=[CH:39][CH:38]=2)(=[O:43])=[O:42])[CH:5]=[C:4]([CH2:7][N:8]([CH3:16])[C:9](=[O:15])[O:10][C:11]([CH3:12])([CH3:13])[CH3:14])[CH:3]=1. Given the reactants [Br:1][C:2]1[NH:6][CH:5]=[C:4]([CH2:7][N:8]([CH3:16])[C:9](=[O:15])[O:10][C:11]([CH3:14])([CH3:13])[CH3:12])[CH:3]=1.[H-].[Na+].C1OCCOCCOCCOCCOC1.Cl.[N:35]1[CH:40]=[CH:39][CH:38]=[C:37]([S:41](Cl)(=[O:43])=[O:42])[CH:36]=1, predict the reaction product. (4) Given the reactants [CH2:1]([O:3][C:4](=[O:28])[CH2:5][N:6]1[C:14]2[CH2:13][CH2:12][CH2:11][C@@H:10]([N:15]([S:17]([C:20]3[CH:25]=[CH:24][C:23](F)=[C:22]([Cl:27])[CH:21]=3)(=[O:19])=[O:18])[CH3:16])[C:9]=2[CH:8]=[N:7]1)[CH3:2].[CH:29]1([OH:34])[CH2:33][CH2:32][CH2:31][CH2:30]1, predict the reaction product. The product is: [CH2:1]([O:3][C:4](=[O:28])[CH2:5][N:6]1[C:14]2[CH2:13][CH2:12][CH2:11][C@@H:10]([N:15]([S:17]([C:20]3[CH:25]=[CH:24][C:23]([O:34][CH:29]4[CH2:33][CH2:32][CH2:31][CH2:30]4)=[C:22]([Cl:27])[CH:21]=3)(=[O:19])=[O:18])[CH3:16])[C:9]=2[CH:8]=[N:7]1)[CH3:2]. (5) Given the reactants [C:1]([O:5][C:6]([N:8]1[CH2:13][CH2:12][C:11](=[CH:14][C:15]#[N:16])[CH2:10][CH2:9]1)=[O:7])([CH3:4])([CH3:3])[CH3:2], predict the reaction product. The product is: [C:1]([O:5][C:6]([N:8]1[CH2:9][CH2:10][CH:11]([CH2:14][C:15]#[N:16])[CH2:12][CH2:13]1)=[O:7])([CH3:4])([CH3:3])[CH3:2]. (6) The product is: [Cl:1][C:2]1[CH:3]=[CH:4][C:5]2[C:6]3[C:11]([CH:12]([CH3:26])[N:13]([C:16]([C:17]4[CH:18]=[C:19]([OH:23])[CH:20]=[CH:21][CH:22]=4)=[O:25])[C:14]=2[CH:15]=1)=[CH:10][CH:9]=[CH:8][CH:7]=3. Given the reactants [Cl:1][C:2]1[CH:3]=[CH:4][C:5]2[C:6]3[C:11]([CH:12]([CH3:26])[N:13]([C:16](=[O:25])[C:17]4[CH:22]=[CH:21][CH:20]=[C:19]([O:23]C)[CH:18]=4)[C:14]=2[CH:15]=1)=[CH:10][CH:9]=[CH:8][CH:7]=3.ClC1C=CC(C2C=CC=CC=2C(NC(=O)C2C=CC=C(OC)C=2)C)=C(F)C=1, predict the reaction product. (7) The product is: [CH2:50]([NH:57][C:47]([C:45]1[CH:46]=[C:36]2[N:35]=[C:34]([C:29]3[CH:30]=[CH:31][CH:32]=[CH:33][N:28]=3)[CH:39]=[C:38]([C:40]([F:41])([F:43])[F:42])[N:37]2[N:44]=1)=[O:49])[C:51]1[CH:56]=[CH:55][CH:54]=[CH:53][CH:52]=1. Given the reactants F[P-](F)(F)(F)(F)F.N1(O[P+](N(C)C)(N(C)C)N(C)C)C2C=CC=CC=2N=N1.[N:28]1[CH:33]=[CH:32][CH:31]=[CH:30][C:29]=1[C:34]1[CH:39]=[C:38]([C:40]([F:43])([F:42])[F:41])[N:37]2[N:44]=[C:45]([C:47]([OH:49])=O)[CH:46]=[C:36]2[N:35]=1.[CH2:50]([NH2:57])[C:51]1[CH:56]=[CH:55][CH:54]=[CH:53][CH:52]=1.C(N(CC)CC)C, predict the reaction product.